This data is from Reaction yield outcomes from USPTO patents with 853,638 reactions. The task is: Predict the reaction yield, written as a fraction of the theoretical maximum amount of product (1.0 means a 100% yield; for example, 0.34 means a 34% yield). (1) The reactants are [Cl:1][C:2]1[CH:3]=[C:4]([O:12][C:13]2[CH:18]=[CH:17][C:16]([CH2:19][CH2:20][OH:21])=[CH:15][CH:14]=2)[CH:5]=[C:6]([C:8]([F:11])([F:10])[F:9])[CH:7]=1.[N:22]#[C:23][NH2:24].OS(C(F)(F)F)(=O)=O. The catalyst is C1COCC1. The product is [C:23](=[NH:22])([O:21][CH2:20][CH2:19][C:16]1[CH:17]=[CH:18][C:13]([O:12][C:4]2[CH:5]=[C:6]([C:8]([F:11])([F:10])[F:9])[CH:7]=[C:2]([Cl:1])[CH:3]=2)=[CH:14][CH:15]=1)[NH2:24]. The yield is 0.705. (2) The reactants are [CH3:1][C:2]1[CH:3]=[CH:4][C:5]([N+:11]([O-:13])=[O:12])=[C:6]([CH:10]=1)[C:7]([OH:9])=O.C(Cl)(=O)C(Cl)=O.[NH2:20][C:21]1[CH:26]=[CH:25][C:24]([Cl:27])=[CH:23][N:22]=1.N1C=CC=CC=1. The catalyst is ClCCl.CN(C)C=O. The product is [Cl:27][C:24]1[CH:25]=[CH:26][C:21]([NH:20][C:7]([C:6]2[CH:10]=[C:2]([CH3:1])[CH:3]=[CH:4][C:5]=2[N+:11]([O-:13])=[O:12])=[O:9])=[N:22][CH:23]=1. The yield is 0.920. (3) The reactants are [OH:1][CH:2]([CH3:6])[C:3]([OH:5])=[O:4].[CH2:7](O)[C:8]#[CH:9].S(=O)(=O)(O)O.C([O-])(=O)C.[Na+]. The catalyst is C1(C)C=CC=CC=1. The product is [OH:1][CH:2]([CH3:6])[C:3]([O:5][CH2:9][C:8]#[CH:7])=[O:4]. The yield is 0.450. (4) The catalyst is ClCCCl. The product is [F:29][C:2]1([F:1])[CH2:7][CH2:6][CH:5]([CH2:8][NH:9][C:10]([C:12]2[C:13]3[CH:14]=[CH:15][C:16]([C:23]4[CH2:24][CH2:25][N:26]([CH:31]([CH3:33])[CH3:30])[CH2:27][CH:28]=4)=[N:17][C:18]=3[CH:19]=[CH:20][C:21]=2[Cl:22])=[O:11])[CH2:4][CH2:3]1. The yield is 0.625. The reactants are [F:1][C:2]1([F:29])[CH2:7][CH2:6][CH:5]([CH2:8][NH:9][C:10]([C:12]2[C:13]3[CH:14]=[CH:15][C:16]([C:23]4[CH2:24][CH2:25][NH:26][CH2:27][CH:28]=4)=[N:17][C:18]=3[CH:19]=[CH:20][C:21]=2[Cl:22])=[O:11])[CH2:4][CH2:3]1.[CH3:30][C:31]([CH3:33])=O.C(O)(=O)C.C([BH3-])#N.[Na+].